This data is from Full USPTO retrosynthesis dataset with 1.9M reactions from patents (1976-2016). The task is: Predict the reactants needed to synthesize the given product. (1) Given the product [CH2:1]([O:8][C:9]1[CH:14]=[CH:13][C:12]([N:15]2[C:19]3=[N:20][CH:21]=[C:22]([C:57]#[N:58])[CH:23]=[C:18]3[N:17]([CH2:25][CH3:26])[C:16]2=[O:27])=[CH:11][CH:10]=1)[C:2]1[CH:7]=[CH:6][CH:5]=[CH:4][CH:3]=1, predict the reactants needed to synthesize it. The reactants are: [CH2:1]([O:8][C:9]1[CH:14]=[CH:13][C:12]([N:15]2[C:19]3=[N:20][CH:21]=[C:22](Cl)[CH:23]=[C:18]3[N:17]([CH2:25][CH3:26])[C:16]2=[O:27])=[CH:11][CH:10]=1)[C:2]1[CH:7]=[CH:6][CH:5]=[CH:4][CH:3]=1.C1(P(C2CCCCC2)C2C=CC=CC=2C2C(OC)=CC=CC=2OC)CCCCC1.[CH3:57][N:58](C=O)C. (2) Given the product [CH:3]1([CH:8]([C:22]2[CH:23]=[CH:24][C:25]([CH2:28][N:29]3[C:34](=[O:35])[CH2:33][O:32][C:31]([C:36]4[CH:41]=[CH:40][CH:39]=[CH:38][CH:37]=4)=[N:30]3)=[CH:26][CH:27]=2)[C:9]([NH:11][CH2:12][CH2:13][CH:14]=[CH:15][C:16]2([C:19]([OH:21])=[O:20])[CH2:18][CH2:17]2)=[O:10])[CH2:7][CH2:6][CH2:5][CH2:4]1, predict the reactants needed to synthesize it. The reactants are: [OH-].[Na+].[CH:3]1([CH:8]([C:22]2[CH:27]=[CH:26][C:25]([CH2:28][N:29]3[C:34](=[O:35])[CH2:33][O:32][C:31]([C:36]4[CH:41]=[CH:40][CH:39]=[CH:38][CH:37]=4)=[N:30]3)=[CH:24][CH:23]=2)[C:9]([NH:11][CH2:12][CH2:13]/[CH:14]=[CH:15]/[C:16]2([C:19]([O-:21])=[O:20])[CH2:18][CH2:17]2)=[O:10])[CH2:7][CH2:6][CH2:5][CH2:4]1.Cl. (3) The reactants are: Br[CH2:2][C:3]1[CH:8]=[CH:7][C:6]([S:9]([CH2:12][CH3:13])(=[O:11])=[O:10])=[CH:5][CH:4]=1.[C:14]([S:18][C:19](=[O:24])[CH2:20][C:21](=[O:23])[CH3:22])([CH3:17])([CH3:16])[CH3:15]. Given the product [C:14]([S:18][C:19](=[O:24])[CH:20]([CH2:2][C:3]1[CH:8]=[CH:7][C:6]([S:9]([CH2:12][CH3:13])(=[O:11])=[O:10])=[CH:5][CH:4]=1)[C:21](=[O:23])[CH3:22])([CH3:17])([CH3:15])[CH3:16], predict the reactants needed to synthesize it. (4) The reactants are: [CH2:1]1[CH:5]2[CH:6]3[CH:10]=[CH:9][CH:8]([CH:4]2[CH:3]=C1)[CH2:7]3.[C:11](N)(N)=[O:12].OO.C1(=O)OC(=[O:21])C2=CC=CC=C12. Given the product [CH2:7]1[CH:6]2[CH:10]3[O:21][CH:9]3[CH:8]1[CH:4]1[CH:5]2[CH:1]2[O:12][CH:11]2[CH2:3]1, predict the reactants needed to synthesize it. (5) The reactants are: CCN(C(C)C)C(C)C.[F:10][C:11]1[CH:12]=[C:13]2[C:18](=[CH:19][CH:20]=1)[N:17]=[C:16]([CH2:21][O:22][C:23]1[CH:28]=[CH:27][C:26]([CH2:29][C:30](O)=[O:31])=[C:25]([C:33]3([C:38]4[CH:43]=[CH:42][CH:41]=[CH:40][CH:39]=4)[CH2:37][CH2:36][CH2:35][CH2:34]3)[CH:24]=1)[CH:15]=[CH:14]2.[NH2:44][CH2:45][C:46]1[CH:47]=[N:48][CH:49]=[CH:50][CH:51]=1.CN(C(ON1N=NC2C=CC=NC1=2)=[N+](C)C)C.F[P-](F)(F)(F)(F)F. Given the product [F:10][C:11]1[CH:12]=[C:13]2[C:18](=[CH:19][CH:20]=1)[N:17]=[C:16]([CH2:21][O:22][C:23]1[CH:28]=[CH:27][C:26]([CH2:29][C:30]([NH:44][CH2:45][C:46]3[CH:47]=[N:48][CH:49]=[CH:50][CH:51]=3)=[O:31])=[C:25]([C:33]3([C:38]4[CH:39]=[CH:40][CH:41]=[CH:42][CH:43]=4)[CH2:34][CH2:35][CH2:36][CH2:37]3)[CH:24]=1)[CH:15]=[CH:14]2, predict the reactants needed to synthesize it. (6) The reactants are: [CH2:1]([O:8][CH2:9][CH:10]=O)[C:2]1[CH:7]=[CH:6][CH:5]=[CH:4][CH:3]=1.[C-]#[N:13].[Na+].[Cl-].[NH4+].[N:17]1[CH:22]=CC=CC=1.[C:23](Cl)(=[O:27])[CH2:24][CH2:25][CH3:26]. Given the product [C:22]([CH:10]([NH:13][C:23](=[O:27])[CH2:24][CH2:25][CH3:26])[CH2:9][O:8][CH2:1][C:2]1[CH:3]=[CH:4][CH:5]=[CH:6][CH:7]=1)#[N:17], predict the reactants needed to synthesize it.